From a dataset of Reaction yield outcomes from USPTO patents with 853,638 reactions. Predict the reaction yield, written as a fraction of the theoretical maximum amount of product (1.0 means a 100% yield; for example, 0.34 means a 34% yield). (1) The reactants are [C:1](Cl)(Cl)=[S:2].[NH2:5][C:6]1[CH:11]=[C:10]([C:12]([O:14][CH3:15])=[O:13])[CH:9]=[C:8]([O:16][CH3:17])[C:7]=1[C:18]([O:20][CH3:21])=[O:19]. The catalyst is C(=O)(O)[O-].[Na+].C(Cl)(Cl)Cl. The product is [N:5]([C:6]1[CH:11]=[C:10]([C:12]([O:14][CH3:15])=[O:13])[CH:9]=[C:8]([O:16][CH3:17])[C:7]=1[C:18]([O:20][CH3:21])=[O:19])=[C:1]=[S:2]. The yield is 0.990. (2) The reactants are [C:1]([O:4][C:5](=[O:7])[CH3:6])(=O)C.[CH2:8]([N:10]1[C:14]([O:15][C:16]2[CH:21]=[CH:20]C(C=O)=[CH:18][CH:17]=2)=[CH:13][C:12]([C:24]2[CH:25]=[C:26]([CH:29]=[CH:30][CH:31]=2)[C:27]#[N:28])=[N:11]1)[CH3:9].[CH3:32]O. No catalyst specified. The product is [CH3:1][O:4][CH:5]([O:7][CH3:32])[C:6]1[CH:20]=[CH:21][C:16]([O:15][C:14]2[N:10]([CH2:8][CH3:9])[N:11]=[C:12]([C:24]3[CH:25]=[C:26]([CH:29]=[CH:30][CH:31]=3)[C:27]#[N:28])[CH:13]=2)=[CH:17][CH:18]=1. The yield is 0.770. (3) The reactants are [SH:1][C:2]1[C:11]([C:12]#[N:13])=[C:10]([C:14]2[CH:19]=[CH:18][CH:17]=[CH:16][CH:15]=2)[C:9]2[CH2:8][CH2:7][CH2:6][CH2:5][C:4]=2[N:3]=1.C([O-])([O-])=O.[K+].[K+].Br[CH:27]([C:32]1[CH:37]=[CH:36][CH:35]=[CH:34][CH:33]=1)[C:28]([O:30][CH3:31])=[O:29]. The catalyst is CC(C)=O. The product is [C:12]([C:11]1[C:2]([S:1][CH:27]([C:32]2[CH:37]=[CH:36][CH:35]=[CH:34][CH:33]=2)[C:28]([O:30][CH3:31])=[O:29])=[N:3][C:4]2[CH2:5][CH2:6][CH2:7][CH2:8][C:9]=2[C:10]=1[C:14]1[CH:15]=[CH:16][CH:17]=[CH:18][CH:19]=1)#[N:13]. The yield is 0.650. (4) The catalyst is C(OCC)(=O)C.[Pd]. The reactants are [CH2:1]([C@H:8]([NH:37][C:38](=[O:48])[O:39][C@@H:40]1[C@H:47]2[C@H:43]([O:44][CH2:45][CH2:46]2)[O:42][CH2:41]1)[C@H:9]([OH:36])[CH2:10][N:11]([S:19]([C:22]1[CH:27]=[CH:26][C:25]([O:28]CC2C=CC=CC=2)=[CH:24][CH:23]=1)(=[O:21])=[O:20])[O:12][CH:13]1[CH2:18][CH2:17][CH2:16][CH2:15][CH2:14]1)[C:2]1[CH:7]=[CH:6][CH:5]=[CH:4][CH:3]=1. The yield is 0.870. The product is [CH2:1]([C@H:8]([NH:37][C:38](=[O:48])[O:39][C@@H:40]1[C@H:47]2[C@H:43]([O:44][CH2:45][CH2:46]2)[O:42][CH2:41]1)[C@H:9]([OH:36])[CH2:10][N:11]([O:12][CH:13]1[CH2:14][CH2:15][CH2:16][CH2:17][CH2:18]1)[S:19]([C:22]1[CH:27]=[CH:26][C:25]([OH:28])=[CH:24][CH:23]=1)(=[O:21])=[O:20])[C:2]1[CH:3]=[CH:4][CH:5]=[CH:6][CH:7]=1. (5) The reactants are [CH3:1][N:2]1[C:6]2=[N:7][C:8]3[C:13]([C:14]([NH:15][C:16]4[CH:21]=[CH:20][C:19]([C:22]([O:24][CH3:25])=[O:23])=[CH:18][CH:17]=4)=[C:5]2[C:4]([CH3:26])=[N:3]1)=[CH:12][CH:11]=[CH:10][CH:9]=3.[H-].[Na+].[CH3:29]I. The catalyst is CN(C=O)C.C(OCC)(=O)C. The product is [CH3:1][N:2]1[C:6]2=[N:7][C:8]3[C:13]([C:14]([N:15]([CH3:29])[C:16]4[CH:21]=[CH:20][C:19]([C:22]([O:24][CH3:25])=[O:23])=[CH:18][CH:17]=4)=[C:5]2[C:4]([CH3:26])=[N:3]1)=[CH:12][CH:11]=[CH:10][CH:9]=3. The yield is 0.800. (6) The reactants are [F:1][C:2]1[CH:7]=[CH:6][C:5]([NH:8][CH2:9][CH2:10][N:11]2[C:15](=[O:16])[N:14]([C:17]3[S:18][C:19]([C:23]([NH:25][CH2:26][C:27]4[CH:28]=[N:29][CH:30]=[CH:31][CH:32]=4)=[O:24])=[C:20]([CH3:22])[N:21]=3)[CH:13]=[N:12]2)=[CH:4][CH:3]=1.[H-].[Na+].I[CH3:36]. The catalyst is O1CCCC1. The product is [F:1][C:2]1[CH:3]=[CH:4][C:5]([NH:8][CH2:9][CH2:10][N:11]2[C:15](=[O:16])[N:14]([C:17]3[S:18][C:19]([C:23]([N:25]([CH3:36])[CH2:26][C:27]4[CH:28]=[N:29][CH:30]=[CH:31][CH:32]=4)=[O:24])=[C:20]([CH3:22])[N:21]=3)[CH:13]=[N:12]2)=[CH:6][CH:7]=1. The yield is 0.250. (7) The reactants are [CH2:1]([NH2:3])[CH3:2].[CH:4]1([C@@H:10]([NH:12][C:13]([C:15]2[C:24]3[C:19](=[CH:20][CH:21]=[CH:22][CH:23]=3)[N:18]=[C:17]([C:25]3[CH:30]=[CH:29][CH:28]=[CH:27][CH:26]=3)[C:16]=2[CH2:31][N:32]2[CH2:37][CH2:36][N:35]([C:38](=[O:41])[CH:39]=[CH2:40])[CH2:34][CH2:33]2)=[O:14])[CH3:11])[CH2:9][CH2:8][CH2:7][CH2:6][CH2:5]1. The catalyst is C(Cl)Cl. The product is [CH:4]1([C@@H:10]([NH:12][C:13]([C:15]2[C:24]3[C:19](=[CH:20][CH:21]=[CH:22][CH:23]=3)[N:18]=[C:17]([C:25]3[CH:26]=[CH:27][CH:28]=[CH:29][CH:30]=3)[C:16]=2[CH2:31][N:32]2[CH2:37][CH2:36][N:35]([C:38](=[O:41])[CH2:39][CH2:40][NH:3][CH2:1][CH3:2])[CH2:34][CH2:33]2)=[O:14])[CH3:11])[CH2:9][CH2:8][CH2:7][CH2:6][CH2:5]1. The yield is 0.600.